From a dataset of Reaction yield outcomes from USPTO patents with 853,638 reactions. Predict the reaction yield, written as a fraction of the theoretical maximum amount of product (1.0 means a 100% yield; for example, 0.34 means a 34% yield). The reactants are [N:1]1([CH2:6][CH:7]2[CH2:12][CH2:11][N:10](C(OC(C)(C)C)=O)[CH2:9][CH2:8]2)[CH:5]=[CH:4][CH:3]=[N:2]1. The catalyst is Cl.O1CCOCC1. The product is [N:1]1([CH2:6][CH:7]2[CH2:8][CH2:9][NH:10][CH2:11][CH2:12]2)[CH:5]=[CH:4][CH:3]=[N:2]1. The yield is 0.950.